From a dataset of Full USPTO retrosynthesis dataset with 1.9M reactions from patents (1976-2016). Predict the reactants needed to synthesize the given product. (1) Given the product [F:28][C:27]([F:30])([F:29])[S:24]([O:23][C:20]1[CH:21]=[CH:22][C:16]2[O:15][CH2:14][CH:13]([CH2:12][NH:34][CH2:31][CH2:32][CH3:33])[O:18][C:17]=2[CH:19]=1)(=[O:26])=[O:25], predict the reactants needed to synthesize it. The reactants are: CC1C=CC(S(O[CH2:12][CH:13]2[O:18][C:17]3[CH:19]=[C:20]([O:23][S:24]([C:27]([F:30])([F:29])[F:28])(=[O:26])=[O:25])[CH:21]=[CH:22][C:16]=3[O:15][CH2:14]2)(=O)=O)=CC=1.[CH2:31]([NH2:34])[CH2:32][CH3:33]. (2) Given the product [N+:1]([C:4]1[CH:5]=[CH:6][C:7]([N:10]2[CH2:15][CH2:14][NH:13][CH2:12][C:11]2=[O:23])=[CH:8][CH:9]=1)([O-:3])=[O:2], predict the reactants needed to synthesize it. The reactants are: [N+:1]([C:4]1[CH:9]=[CH:8][C:7]([N:10]2[CH2:15][CH2:14][N:13](C(OC(C)(C)C)=O)[CH2:12][C:11]2=[O:23])=[CH:6][CH:5]=1)([O-:3])=[O:2]. (3) Given the product [Si:30]([O:20][CH:3]1[CH:2]([F:1])[CH:7]([C:8]2[CH:13]=[CH:12][N:11]=[CH:10][C:9]=2[N+:14]([O-:16])=[O:15])[O:6][CH:5]([CH3:17])[C:4]1([CH3:19])[OH:18])([C:26]([CH3:29])([CH3:28])[CH3:27])([CH3:32])[CH3:31], predict the reactants needed to synthesize it. The reactants are: [F:1][CH:2]1[CH:7]([C:8]2[CH:13]=[CH:12][N:11]=[CH:10][C:9]=2[N+:14]([O-:16])=[O:15])[O:6][CH:5]([CH3:17])[C:4]([CH3:19])([OH:18])[CH:3]1[OH:20].N1C=CN=C1.[C:26]([Si:30](Cl)([CH3:32])[CH3:31])([CH3:29])([CH3:28])[CH3:27].O. (4) Given the product [F:15][C:12]1([F:16])[CH2:13][CH2:14][CH:9]([O:8][C:5]2[CH:6]=[CH:7][C:2]([B:17]3[O:21][C:20]([CH3:23])([CH3:22])[C:19]([CH3:25])([CH3:24])[O:18]3)=[CH:3][CH:4]=2)[CH2:10][CH2:11]1, predict the reactants needed to synthesize it. The reactants are: Br[C:2]1[CH:7]=[CH:6][C:5]([O:8][CH:9]2[CH2:14][CH2:13][C:12]([F:16])([F:15])[CH2:11][CH2:10]2)=[CH:4][CH:3]=1.[B:17]1([B:17]2[O:21][C:20]([CH3:23])([CH3:22])[C:19]([CH3:25])([CH3:24])[O:18]2)[O:21][C:20]([CH3:23])([CH3:22])[C:19]([CH3:25])([CH3:24])[O:18]1.CC([O-])=O.[K+].O1CCOCC1. (5) Given the product [Cl:11][C:12]1[CH:13]=[CH:14][C:15]([CH2:18][C:19]([C:30]2[CH:29]=[CH:24][C:23]([Cl:22])=[CH:32][C:31]=2[Cl:33])=[O:21])=[CH:16][CH:17]=1, predict the reactants needed to synthesize it. The reactants are: C[Si]([N-][Si](C)(C)C)(C)C.[Na+].[Cl:11][C:12]1[CH:17]=[CH:16][C:15]([CH2:18][C:19]([OH:21])=O)=[CH:14][CH:13]=1.[Cl:22][C:23]1[CH:32]=[C:31]([Cl:33])[CH:30]=[CH:29][C:24]=1C(OC)=O. (6) Given the product [Cl:1][C:2]1[CH:21]=[CH:20][C:5]([NH:6][C:7]2[C:16]3[C:11](=[CH:12][C:13]([O:19][CH2:25][C:26]4[CH:31]=[CH:30][CH:29]=[CH:28][N:27]=4)=[C:14]([O:17][CH3:18])[CH:15]=3)[N:10]=[CH:9][N:8]=2)=[C:4]([F:22])[CH:3]=1, predict the reactants needed to synthesize it. The reactants are: [Cl:1][C:2]1[CH:21]=[CH:20][C:5]([NH:6][C:7]2[C:16]3[C:11](=[CH:12][C:13]([OH:19])=[C:14]([O:17][CH3:18])[CH:15]=3)[N:10]=[CH:9][N:8]=2)=[C:4]([F:22])[CH:3]=1.Cl.Cl[CH2:25][C:26]1[CH:31]=[CH:30][CH:29]=[CH:28][N:27]=1. (7) Given the product [CH2:2]([CH:9]([CH2:19][C:20]([C:22]1[CH:27]=[CH:26][C:25]([C:28]2[CH:33]=[CH:32][C:31]([C:34]3[C:38]4[CH:39]=[CH:40][CH:41]=[CH:42][C:37]=4[O:36][C:35]=3[CH2:43][C:44]3[CH:45]=[CH:46][CH:47]=[CH:48][CH:49]=3)=[CH:30][CH:29]=2)=[CH:24][CH:23]=1)=[O:21])[C:10]([OH:18])=[O:11])[C:3]1[CH:8]=[CH:7][CH:6]=[CH:5][CH:4]=1, predict the reactants needed to synthesize it. The reactants are: Cl.[CH2:2]([C:9]1([CH2:19][C:20]([C:22]2[CH:27]=[CH:26][C:25]([C:28]3[CH:33]=[CH:32][C:31]([C:34]4[C:38]5[CH:39]=[CH:40][CH:41]=[CH:42][C:37]=5[O:36][C:35]=4[CH2:43][C:44]4[CH:49]=[CH:48][CH:47]=[CH:46][CH:45]=4)=[CH:30][CH:29]=3)=[CH:24][CH:23]=2)=[O:21])C(=O)OC(C)(C)[O:11][C:10]1=[O:18])[C:3]1[CH:8]=[CH:7][CH:6]=[CH:5][CH:4]=1. (8) The reactants are: [Cl-].[Al+3].[Cl-].[Cl-].[Br:5][C:6]1[CH:11]=[CH:10][C:9]([C:12]2[CH:17]=[CH:16][CH:15]=[CH:14][CH:13]=2)=[C:8]([F:18])[CH:7]=1.[C:19](Cl)(=[O:21])[CH3:20]. Given the product [Br:5][C:6]1[CH:11]=[CH:10][C:9]([C:12]2[CH:17]=[CH:16][C:15]([C:19](=[O:21])[CH3:20])=[CH:14][CH:13]=2)=[C:8]([F:18])[CH:7]=1, predict the reactants needed to synthesize it. (9) Given the product [F:1][C:2]1[CH:7]=[C:6]([C:8]([F:9])([F:10])[F:11])[CH:5]=[CH:4][C:3]=1[C:12]1[N:17]=[CH:16][N:15]=[C:14]([CH2:18][NH2:19])[CH:13]=1, predict the reactants needed to synthesize it. The reactants are: [F:1][C:2]1[CH:7]=[C:6]([C:8]([F:11])([F:10])[F:9])[CH:5]=[CH:4][C:3]=1[C:12]1[N:17]=[CH:16][N:15]=[C:14]([C:18]#[N:19])[CH:13]=1.CO.